Dataset: Full USPTO retrosynthesis dataset with 1.9M reactions from patents (1976-2016). Task: Predict the reactants needed to synthesize the given product. (1) Given the product [CH2:1]([S:8][C:9]1[S:10][C:11]([CH2:14][Cl:18])=[CH:12][N:13]=1)[C:2]1[CH:7]=[CH:6][CH:5]=[CH:4][CH:3]=1, predict the reactants needed to synthesize it. The reactants are: [CH2:1]([S:8][C:9]1[S:10][C:11]([CH2:14]O)=[CH:12][N:13]=1)[C:2]1[CH:7]=[CH:6][CH:5]=[CH:4][CH:3]=1.S(Cl)([Cl:18])=O.O. (2) The reactants are: Cl[C:2]1[N:10]=[C:9]2[C:5]([N:6]=[CH:7][N:8]2[CH2:11][C:12]2[CH:17]=[CH:16][C:15]([O:18][CH3:19])=[CH:14][CH:13]=2)=[C:4]([C:20]2[O:21][CH:22]=[CH:23][CH:24]=2)[N:3]=1.N.[CH3:26][N:27]1C(=O)CCC1. Given the product [O:21]1[CH:22]=[CH:23][CH:24]=[C:20]1[C:4]1[N:3]=[C:2]([C:26]#[N:27])[N:10]=[C:9]2[C:5]=1[N:6]=[CH:7][N:8]2[CH2:11][C:12]1[CH:17]=[CH:16][C:15]([O:18][CH3:19])=[CH:14][CH:13]=1, predict the reactants needed to synthesize it. (3) Given the product [CH:13]([O:16][C:17]([N:19]1[CH2:24][CH2:23][CH:22]([CH2:25][CH2:26][CH2:27][O:12][C:10]2[CH:9]=[CH:8][C:3]([C:4]([O:6][CH3:7])=[O:5])=[C:2]([F:1])[CH:11]=2)[CH2:21][CH2:20]1)=[O:18])([CH3:15])[CH3:14], predict the reactants needed to synthesize it. The reactants are: [F:1][C:2]1[CH:11]=[C:10]([OH:12])[CH:9]=[CH:8][C:3]=1[C:4]([O:6][CH3:7])=[O:5].[CH:13]([O:16][C:17]([N:19]1[CH2:24][CH2:23][CH:22]([CH2:25][CH2:26][CH2:27]O)[CH2:21][CH2:20]1)=[O:18])([CH3:15])[CH3:14]. (4) Given the product [Br:1][C:2]1[CH:3]=[CH:4][C:5]([CH:8]([C:16]2[CH:21]=[CH:20][CH:19]=[CH:18][C:17]=2[CH3:22])[CH2:9][C:10]([C:28]2[CH:27]=[C:26]([CH3:31])[N:25]=[C:24]([F:23])[CH:29]=2)=[O:11])=[CH:6][CH:7]=1, predict the reactants needed to synthesize it. The reactants are: [Br:1][C:2]1[CH:7]=[CH:6][C:5]([CH:8]([C:16]2[CH:21]=[CH:20][CH:19]=[CH:18][C:17]=2[CH3:22])[CH2:9][C:10](N(OC)C)=[O:11])=[CH:4][CH:3]=1.[F:23][C:24]1[CH:29]=[C:28](I)[CH:27]=[C:26]([CH3:31])[N:25]=1.